From a dataset of Ames mutagenicity test results for genotoxicity prediction. Regression/Classification. Given a drug SMILES string, predict its toxicity properties. Task type varies by dataset: regression for continuous values (e.g., LD50, hERG inhibition percentage) or binary classification for toxic/non-toxic outcomes (e.g., AMES mutagenicity, cardiotoxicity, hepatotoxicity). Dataset: ames. (1) The drug is CCOC(=O)C(O)(c1ccc(Cl)cc1)c1ccc(Cl)cc1. The result is 0 (non-mutagenic). (2) The compound is CC1(C)CC(N)CC(C)(C)N1O. The result is 1 (mutagenic). (3) The molecule is C[C@@H](O)CN(C)N=O. The result is 1 (mutagenic). (4) The molecule is COc1cc(O)cc2c1cc([N+](=O)[O-])c1c(C(=O)O)cc3c(c12)OCO3. The result is 0 (non-mutagenic).